The task is: Predict the reactants needed to synthesize the given product.. This data is from Full USPTO retrosynthesis dataset with 1.9M reactions from patents (1976-2016). (1) Given the product [CH2:13]([O:12][C:10](=[O:11])[C:9]([S:8][C:5]1[CH:6]=[CH:7][C:2]([O:1][CH2:18][CH2:19][CH2:20][N:21]2[C:26](=[O:27])[C:25]3[N:28]([CH3:34])[N:29]=[C:30]([CH2:31][CH2:32][CH3:33])[C:24]=3[N:23]=[C:22]2[CH2:35][CH3:36])=[CH:3][CH:4]=1)([CH3:15])[CH3:16])[CH3:14], predict the reactants needed to synthesize it. The reactants are: [OH:1][C:2]1[CH:7]=[CH:6][C:5]([S:8][C:9]([CH3:16])([CH3:15])[C:10]([O:12][CH2:13][CH3:14])=[O:11])=[CH:4][CH:3]=1.Br[CH2:18][CH2:19][CH2:20][N:21]1[C:26](=[O:27])[C:25]2[N:28]([CH3:34])[N:29]=[C:30]([CH2:31][CH2:32][CH3:33])[C:24]=2[N:23]=[C:22]1[CH3:35].[C:36](=O)([O-])[O-].[K+].[K+]. (2) Given the product [CH:1]1([NH:4][C:5](=[O:8])[CH2:6][NH:7][C:10]2[CH2:14][S:13][C:12](=[O:15])[N:11]=2)[CH2:3][CH2:2]1, predict the reactants needed to synthesize it. The reactants are: [CH:1]1([NH:4][C:5](=[O:8])[CH2:6][NH2:7])[CH2:3][CH2:2]1.S=[C:10]1[CH2:14][S:13][C:12](=[O:15])[NH:11]1. (3) Given the product [C:1]([O:4][C:5]1[CH:10]=[CH:9][C:8]([O:11][CH2:12][C:13]2[CH:18]=[CH:17][CH:16]=[CH:15][CH:14]=2)=[C:7]([NH:19][S:33]([C:27]2[CH:32]=[CH:31][CH:30]=[CH:29][CH:28]=2)(=[O:35])=[O:34])[CH:6]=1)(=[O:3])[CH3:2], predict the reactants needed to synthesize it. The reactants are: [C:1]([O:4][C:5]1[CH:10]=[CH:9][C:8]([O:11][CH2:12][C:13]2[CH:18]=[CH:17][CH:16]=[CH:15][CH:14]=2)=[C:7]([NH2:19])[CH:6]=1)(=[O:3])[CH3:2].C(N(CC)CC)C.[C:27]1([S:33](Cl)(=[O:35])=[O:34])[CH:32]=[CH:31][CH:30]=[CH:29][CH:28]=1. (4) Given the product [CH3:11][C:12]([CH3:23])([CH2:15][O:16][CH:17]1[CH2:22][CH2:21][CH2:20][CH2:19][O:18]1)[CH:13]=[O:14], predict the reactants needed to synthesize it. The reactants are: CS(C)=O.C(Cl)(=O)C(Cl)=O.[CH3:11][C:12]([CH3:23])([CH2:15][O:16][CH:17]1[CH2:22][CH2:21][CH2:20][CH2:19][O:18]1)[CH2:13][OH:14].C(N(CC)CC)C.[NH4+].[Cl-].